From a dataset of Reaction yield outcomes from USPTO patents with 853,638 reactions. Predict the reaction yield, written as a fraction of the theoretical maximum amount of product (1.0 means a 100% yield; for example, 0.34 means a 34% yield). (1) The reactants are [CH3:1][CH:2]([N:4]1[C:12]([CH:13]=[CH:14][CH:15]([OH:27])[CH2:16][CH:17]([OH:26])[CH2:18][C:19]([O:21]C(C)(C)C)=[O:20])=[C:11]([C:28]2[CH:33]=[CH:32][C:31]([F:34])=[CH:30][CH:29]=2)[C:10]2[C:5]1=[CH:6][CH:7]=[CH:8][CH:9]=2)[CH3:3].O.[OH-].[Na+:37]. The catalyst is CCO. The product is [CH3:3][CH:2]([N:4]1[C:12](/[CH:13]=[CH:14]/[CH:15]([OH:27])[CH2:16][CH:17]([OH:26])[CH2:18][C:19]([O-:21])=[O:20])=[C:11]([C:28]2[CH:29]=[CH:30][C:31]([F:34])=[CH:32][CH:33]=2)[C:10]2[CH:9]=[CH:8][CH:7]=[CH:6][C:5]1=2)[CH3:1].[Na+:37]. The yield is 0.600. (2) The catalyst is ClCCl. The reactants are [CH3:1][O:2][C:3]1[CH:4]=[CH:5][CH:6]=[C:7]2[C:11]=1[CH:10]([N:12]1[C:17]3[N:18]=[C:19](S(C)=O)[N:20]=[CH:21][C:16]=3[CH:15]=[CH:14][C:13]1=[O:25])[CH2:9][CH2:8]2.[CH3:26][N:27]1[CH2:32][CH2:31][N:30]([C:33]2[CH:39]=[CH:38][C:36]([NH2:37])=[CH:35][CH:34]=2)[CH2:29][CH2:28]1. The yield is 0.0860. The product is [CH3:1][O:2][C:3]1[CH:4]=[CH:5][CH:6]=[C:7]2[C:11]=1[CH:10]([N:12]1[C:17]3[N:18]=[C:19]([NH:37][C:36]4[CH:35]=[CH:34][C:33]([N:30]5[CH2:29][CH2:28][N:27]([CH3:26])[CH2:32][CH2:31]5)=[CH:39][CH:38]=4)[N:20]=[CH:21][C:16]=3[CH:15]=[CH:14][C:13]1=[O:25])[CH2:9][CH2:8]2. (3) The reactants are Br[C:2]1[CH:3]=[CH:4][C:5]([N:8]2[Si](C)(C)CC[Si]2(C)C)=[N:6][CH:7]=1.[SH:17][CH2:18][CH2:19][OH:20].CCN(C(C)C)C(C)C. The catalyst is C1C=CC(/C=C/C(/C=C/C2C=CC=CC=2)=O)=CC=1.C1C=CC(/C=C/C(/C=C/C2C=CC=CC=2)=O)=CC=1.C1C=CC(/C=C/C(/C=C/C2C=CC=CC=2)=O)=CC=1.[Pd].[Pd].CC1(C)C2C(=C(P(C3C=CC=CC=3)C3C=CC=CC=3)C=CC=2)OC2C(P(C3C=CC=CC=3)C3C=CC=CC=3)=CC=CC1=2.O1CCOCC1. The product is [NH2:8][C:5]1[N:6]=[CH:7][C:2]([S:17][CH2:18][CH2:19][OH:20])=[CH:3][CH:4]=1. The yield is 0.960. (4) The reactants are Cl.[Cl:2][C:3]1[CH:15]=[CH:14][C:13]([C:16]([F:19])([F:18])[F:17])=[CH:12][C:4]=1OCC1CCNC1.[OH:20][CH2:21][CH:22]1[CH2:26][CH2:25][N:24](C(OC(C)(C)C)=O)[CH2:23]1. No catalyst specified. The product is [ClH:2].[F:17][C:16]([F:19])([F:18])[C:13]1[CH:14]=[CH:15][CH:3]=[CH:4][C:12]=1[O:20][CH:21]1[CH2:22][CH2:23][NH:24][CH2:25][CH2:26]1. The yield is 0.720.